From a dataset of Full USPTO retrosynthesis dataset with 1.9M reactions from patents (1976-2016). Predict the reactants needed to synthesize the given product. The reactants are: [F:1][C:2]1[CH:12]=[CH:11][C:5]([O:6][CH2:7][C:8](Cl)=[O:9])=[CH:4][CH:3]=1.Cl.[CH3:14][NH:15][O:16][CH3:17]. Given the product [CH3:17][O:16][N:15]([CH3:14])[C:8](=[O:9])[CH2:7][O:6][C:5]1[CH:11]=[CH:12][C:2]([F:1])=[CH:3][CH:4]=1, predict the reactants needed to synthesize it.